From a dataset of Full USPTO retrosynthesis dataset with 1.9M reactions from patents (1976-2016). Predict the reactants needed to synthesize the given product. (1) Given the product [CH:11]([C:4]1[CH:3]=[C:2]([C:13]#[N:14])[C:10]2[O:9][CH2:8][CH2:7][C:6]=2[CH:5]=1)=[O:12], predict the reactants needed to synthesize it. The reactants are: Br[C:2]1[C:10]2[O:9][CH2:8][CH2:7][C:6]=2[CH:5]=[C:4]([CH:11]=[O:12])[CH:3]=1.[C:13]([Cu])#[N:14]. (2) Given the product [Br:1][C:2]1[CH:3]=[C:4]2[C:9](=[CH:10][CH:11]=1)[N:8]1[C:13]([CH3:14])=[N:16][N:17]=[C:7]1[CH2:6][CH2:5]2, predict the reactants needed to synthesize it. The reactants are: [Br:1][C:2]1[CH:3]=[C:4]2[C:9](=[CH:10][CH:11]=1)[NH:8][C:7](=S)[CH2:6][CH2:5]2.[C:13]([NH:16][NH2:17])(=O)[CH3:14].C1(O)CCCCC1. (3) Given the product [C:16]1([C@H:14]([N:10]2[CH2:11][CH2:12][O:13][C@@H:8]([C:5]3[CH:4]=[CH:3][C:2]([NH:1][C:23]4[CH:28]=[CH:27][CH:26]=[CH:25][N:24]=4)=[CH:7][CH:6]=3)[CH2:9]2)[CH3:15])[CH:17]=[CH:18][CH:19]=[CH:20][CH:21]=1, predict the reactants needed to synthesize it. The reactants are: [NH2:1][C:2]1[CH:7]=[CH:6][C:5]([C@@H:8]2[O:13][CH2:12][CH2:11][N:10]([C@@H:14]([C:16]3[CH:21]=[CH:20][CH:19]=[CH:18][CH:17]=3)[CH3:15])[CH2:9]2)=[CH:4][CH:3]=1.Cl[C:23]1[CH:28]=[CH:27][CH:26]=[CH:25][N:24]=1.CC(C)([O-])C.[K+].[Cl-].C(C1C=CC=C(C(C)C)C=1[N+]1C=CN(C2C(C(C)C)=CC=CC=2C(C)C)C=1)(C)C. (4) Given the product [Br:1][C:2]1[CH:3]=[C:4]([CH:7]=[O:8])[NH:5][CH:6]=1.[S:17]([N:5]1[CH:6]=[C:2]([Br:1])[CH:3]=[C:4]1[CH:7]=[O:8])([C:20]1[CH:26]=[CH:25][C:23]([CH3:24])=[CH:22][CH:21]=1)(=[O:19])=[O:18], predict the reactants needed to synthesize it. The reactants are: [Br:1][C:2]1[CH:3]=[C:4]([CH:7]=[O:8])[NH:5][CH:6]=1.[Li+].CC([N-]C(C)C)C.[S:17](Cl)([C:20]1[CH:26]=[CH:25][C:23]([CH3:24])=[CH:22][CH:21]=1)(=[O:19])=[O:18]. (5) Given the product [F:1][C:2]([F:29])([F:28])[C:3]1[CH:4]=[C:5]([C:13]([CH3:27])([CH3:26])[C:14]([N:16]([C:18]2[CH:19]=[N:20][C:21]([Cl:25])=[CH:22][C:23]=2[C:32]2[CH:33]=[N:34][CH:35]=[CH:36][C:31]=2[CH3:30])[CH3:17])=[O:15])[CH:6]=[C:7]([C:9]([F:12])([F:11])[F:10])[CH:8]=1, predict the reactants needed to synthesize it. The reactants are: [F:1][C:2]([F:29])([F:28])[C:3]1[CH:4]=[C:5]([C:13]([CH3:27])([CH3:26])[C:14]([N:16]([C:18]2[CH:19]=[N:20][C:21]([Cl:25])=[CH:22][C:23]=2I)[CH3:17])=[O:15])[CH:6]=[C:7]([C:9]([F:12])([F:11])[F:10])[CH:8]=1.[CH3:30][C:31]1[CH:36]=[CH:35][N:34]=[CH:33][C:32]=1B(O)O.C(=O)([O-])[O-].[Na+].[Na+]. (6) Given the product [NH2:9][C:4]1[CH:5]=[C:6]([OH:8])[CH:7]=[C:2]([Cl:1])[C:3]=1[NH:12][C:13]([CH:15]1[CH2:16][CH2:17][O:18][CH2:19][CH2:20]1)=[O:14], predict the reactants needed to synthesize it. The reactants are: [Cl:1][C:2]1[CH:7]=[C:6]([OH:8])[CH:5]=[C:4]([N+:9]([O-])=O)[C:3]=1[NH:12][C:13]([CH:15]1[CH2:20][CH2:19][O:18][CH2:17][CH2:16]1)=[O:14].[H][H].